Dataset: Forward reaction prediction with 1.9M reactions from USPTO patents (1976-2016). Task: Predict the product of the given reaction. (1) Given the reactants Br[C:2]1[CH:7]=[CH:6][C:5]([N:8]2[C:12](=[O:13])[NH:11][N:10]=[C:9]2[CH2:14][C@@H:15]2[CH2:19][CH2:18][N:17]([C:20]([CH:22]3[CH2:24][CH2:23]3)=[O:21])[CH2:16]2)=[C:4]([F:25])[CH:3]=1.C([O-])(=O)C.[K+].B1(B2OC(C)(C)C(C)(C)O2)OC(C)(C)C(C)(C)O1.Br[C:50]1[CH:59]=[C:58]2[C:53]([CH:54]=[C:55]([CH3:60])[CH:56]=[N:57]2)=[CH:52][CH:51]=1.C(=O)([O-])[O-].[K+].[K+], predict the reaction product. The product is: [CH:22]1([C:20]([N:17]2[CH2:18][CH2:19][C@@H:15]([CH2:14][C:9]3[N:8]([C:5]4[CH:6]=[CH:7][C:2]([C:50]5[CH:59]=[C:58]6[C:53]([CH:54]=[C:55]([CH3:60])[CH:56]=[N:57]6)=[CH:52][CH:51]=5)=[CH:3][C:4]=4[F:25])[C:12](=[O:13])[NH:11][N:10]=3)[CH2:16]2)=[O:21])[CH2:24][CH2:23]1. (2) Given the reactants [CH3:1][O:2][CH2:3][CH2:4][N:5]([CH2:10][C@H:11]1[CH2:16][CH2:15][C@H:14]([C:17]([O:19]C)=O)[CH2:13][CH2:12]1)[C:6]([CH3:9])([CH3:8])[CH3:7].[OH-].[Na+].Cl.Cl.Cl.[Cl:26][C:27]1[N:32]=[C:31]2[N:33]([CH2:36][C:37]3[CH:42]=[CH:41][CH:40]=[C:39]([O:43][CH2:44][CH3:45])[CH:38]=3)[N:34]=[CH:35][C:30]2=[C:29]([N:46]2[CH2:51][CH2:50][NH:49][CH2:48][CH2:47]2)[N:28]=1.ON1C2C=CC=CC=2N=N1.C(N=C=NCCCN(C)C)C.C(=O)([O-])O.[Na+], predict the reaction product. The product is: [Cl:26][C:27]1[N:32]=[C:31]2[N:33]([CH2:36][C:37]3[CH:42]=[CH:41][CH:40]=[C:39]([O:43][CH2:44][CH3:45])[CH:38]=3)[N:34]=[CH:35][C:30]2=[C:29]([N:46]2[CH2:47][CH2:48][N:49]([C:17]([C@H:14]3[CH2:13][CH2:12][C@H:11]([CH2:10][N:5]([CH2:4][CH2:3][O:2][CH3:1])[C:6]([CH3:7])([CH3:8])[CH3:9])[CH2:16][CH2:15]3)=[O:19])[CH2:50][CH2:51]2)[N:28]=1. (3) Given the reactants Cl.C(N([CH:7]([C:11]([OH:13])=O)[C:8](O)=O)CC)C.ClCCl.C([N:19]([CH:22]([C:26]([O-:28])=[O:27])[C:23]([O-:25])=[O:24])CC)C.C(Cl)(=O)C=C, predict the reaction product. The product is: [C:11]([NH2:19])(=[O:13])[CH:7]=[CH2:8].[C:26]([OH:28])(=[O:27])[CH2:22][C:23]([OH:25])=[O:24]. (4) Given the reactants [CH:1]([C:3]1[CH:4]=[CH:5][C:6]([C:9]2[CH:10]=[C:11]([CH:15]=[CH:16][CH:17]=2)[C:12]([NH2:14])=[O:13])=[N:7][CH:8]=1)=O.[CH2:18]([NH2:26])[CH2:19][C:20]1[CH:25]=[CH:24][CH:23]=[CH:22][CH:21]=1.[BH4-].[Na+].O, predict the reaction product. The product is: [CH2:18]([NH:26][CH2:1][C:3]1[CH:4]=[CH:5][C:6]([C:9]2[CH:10]=[C:11]([CH:15]=[CH:16][CH:17]=2)[C:12]([NH2:14])=[O:13])=[N:7][CH:8]=1)[CH2:19][C:20]1[CH:25]=[CH:24][CH:23]=[CH:22][CH:21]=1. (5) Given the reactants [CH3:1][O:2][C:3]1[CH:16]=[C:15]([O:17][CH3:18])[CH:14]=[CH:13][C:4]=1[CH2:5][NH:6][C:7]1[N:8]=[N:9][CH:10]=[CH:11][CH:12]=1.[Li+].C[Si]([N-][Si](C)(C)C)(C)C.[C:29]([C:31]1[CH:32]=[C:33]([S:38](Cl)(=[O:40])=[O:39])[CH:34]=[CH:35][C:36]=1[F:37])#[N:30].[NH4+].[Cl-], predict the reaction product. The product is: [C:29]([C:31]1[CH:32]=[C:33]([S:38]([N:6]([CH2:5][C:4]2[CH:13]=[CH:14][C:15]([O:17][CH3:18])=[CH:16][C:3]=2[O:2][CH3:1])[C:7]2[N:8]=[N:9][CH:10]=[CH:11][CH:12]=2)(=[O:40])=[O:39])[CH:34]=[CH:35][C:36]=1[F:37])#[N:30]. (6) Given the reactants [CH3:1][S:2]([C:5]1[CH:6]=[C:7]([C:11]2[S:15][C:14]([C:16]3[N:20]([C:21]4[CH:26]=[CH:25][CH:24]=[CH:23][C:22]=4[C:27]([F:30])([F:29])[F:28])[N:19]=[C:18]([C:31](O)=[O:32])[CH:17]=3)=[CH:13][CH:12]=2)[CH:8]=[CH:9][CH:10]=1)(=[O:4])=[O:3].C(Cl)(=O)C(Cl)=O.[CH3:40][S:41]([NH2:44])(=[O:43])=[O:42].CCN(C(C)C)C(C)C, predict the reaction product. The product is: [CH3:1][S:2]([C:5]1[CH:6]=[C:7]([C:11]2[S:15][C:14]([C:16]3[N:20]([C:21]4[CH:26]=[CH:25][CH:24]=[CH:23][C:22]=4[C:27]([F:30])([F:28])[F:29])[N:19]=[C:18]([C:31]([NH:44][S:41]([CH3:40])(=[O:43])=[O:42])=[O:32])[CH:17]=3)=[CH:13][CH:12]=2)[CH:8]=[CH:9][CH:10]=1)(=[O:3])=[O:4].